This data is from Forward reaction prediction with 1.9M reactions from USPTO patents (1976-2016). The task is: Predict the product of the given reaction. (1) Given the reactants S(Cl)([Cl:3])=O.[CH:5]1[C:13]2[C:12]3[CH:14]=[CH:15][CH:16]=[CH:17][C:11]=3[O:10][C:9]=2[C:8]([CH2:18]O)=[CH:7][CH:6]=1, predict the reaction product. The product is: [Cl:3][CH2:18][C:8]1[C:9]2[O:10][C:11]3[CH:17]=[CH:16][CH:15]=[CH:14][C:12]=3[C:13]=2[CH:5]=[CH:6][CH:7]=1. (2) Given the reactants [NH2:1][C@@H:2]([CH2:15][C:16]1[CH:21]=[CH:20][C:19]([C:22]2[N:27]=[CH:26][C:25]([C:28]3[CH:33]=[CH:32][C:31]([O:34][CH2:35][CH2:36][CH2:37][CH2:38][CH2:39][CH2:40][CH3:41])=[CH:30][CH:29]=3)=[CH:24][N:23]=2)=[CH:18][CH:17]=1)[C:3]([NH:5][C@@H:6]([C:8]([O:10][C:11]([CH3:14])([CH3:13])[CH3:12])=[O:9])[CH3:7])=[O:4].[C:42]([C:46]1[S:50][C:49]([C:51](O)=[O:52])=[CH:48][CH:47]=1)([CH3:45])([CH3:44])[CH3:43].CN(C(ON1N=NC2C=CC=NC1=2)=[N+](C)C)C.F[P-](F)(F)(F)(F)F, predict the reaction product. The product is: [C:42]([C:46]1[S:50][C:49]([C:51]([NH:1][C@@H:2]([CH2:15][C:16]2[CH:21]=[CH:20][C:19]([C:22]3[N:27]=[CH:26][C:25]([C:28]4[CH:33]=[CH:32][C:31]([O:34][CH2:35][CH2:36][CH2:37][CH2:38][CH2:39][CH2:40][CH3:41])=[CH:30][CH:29]=4)=[CH:24][N:23]=3)=[CH:18][CH:17]=2)[C:3]([NH:5][C@@H:6]([C:8]([O:10][C:11]([CH3:12])([CH3:13])[CH3:14])=[O:9])[CH3:7])=[O:4])=[O:52])=[CH:48][CH:47]=1)([CH3:45])([CH3:43])[CH3:44].